From a dataset of Catalyst prediction with 721,799 reactions and 888 catalyst types from USPTO. Predict which catalyst facilitates the given reaction. (1) Reactant: [F:1][C:2]1[CH:7]=[CH:6][C:5]([N:8]2[C:12]([C:13]([N:15]([O:17][CH3:18])[CH3:16])=[O:14])=[CH:11][N:10]=[C:9]2[SH:19])=[CH:4][CH:3]=1.[F:20][C:21]1[C:28]([F:29])=[CH:27][CH:26]=[C:25]([F:30])[C:22]=1[CH2:23]Br.C(=O)([O-])[O-].[K+].[K+]. Product: [F:1][C:2]1[CH:3]=[CH:4][C:5]([N:8]2[C:12]([C:13]([N:15]([O:17][CH3:18])[CH3:16])=[O:14])=[CH:11][N:10]=[C:9]2[S:19][CH2:23][C:22]2[C:25]([F:30])=[CH:26][CH:27]=[C:28]([F:29])[C:21]=2[F:20])=[CH:6][CH:7]=1. The catalyst class is: 21. (2) Reactant: [CH3:1][C:2]1[N:3]=[C:4]2[CH:9]=[CH:8][CH:7]=[CH:6][N:5]2[C:10]=1[C:11]([NH2:13])=O.N1C=CC=CC=1.FC(F)(F)C(OC(=O)C(F)(F)F)=O.C(=O)(O)[O-].[Na+]. Product: [CH3:1][C:2]1[N:3]=[C:4]2[CH:9]=[CH:8][CH:7]=[CH:6][N:5]2[C:10]=1[C:11]#[N:13]. The catalyst class is: 7. (3) Reactant: [CH3:1][NH:2][CH2:3][CH2:4][CH:5]([C:7]1[CH:12]=[CH:11][CH:10]=[CH:9][CH:8]=1)[OH:6].C(N(CC)CC)C.[C:28](O[C:28]([O:30][C:31]([CH3:34])([CH3:33])[CH3:32])=[O:29])([O:30][C:31]([CH3:34])([CH3:33])[CH3:32])=[O:29].[Cl-].[NH4+]. Product: [OH:6][CH:5]([C:7]1[CH:12]=[CH:11][CH:10]=[CH:9][CH:8]=1)[CH2:4][CH2:3][N:2]([CH3:1])[C:28](=[O:29])[O:30][C:31]([CH3:32])([CH3:33])[CH3:34]. The catalyst class is: 4. (4) Product: [F:23][C:24]1[CH:40]=[C:39]([F:41])[CH:38]=[CH:37][C:25]=1[CH2:26][N:27]([CH2:28][CH2:29][CH2:30][CH2:31][CH2:32][CH2:33][CH2:34][CH2:35][CH3:36])[C:12](=[O:14])[CH2:11][O:10][C:9]1[CH:8]=[CH:7][C:6]([CH2:5][C@H:4]([O:3][CH2:1][CH3:2])[C:17]([O:19][CH2:20][CH3:21])=[O:18])=[CH:16][CH:15]=1. Reactant: [CH2:1]([O:3][C@H:4]([C:17]([O:19][CH2:20][CH3:21])=[O:18])[CH2:5][C:6]1[CH:16]=[CH:15][C:9]([O:10][CH2:11][C:12]([OH:14])=O)=[CH:8][CH:7]=1)[CH3:2].Cl.[F:23][C:24]1[CH:40]=[C:39]([F:41])[CH:38]=[CH:37][C:25]=1[CH2:26][NH:27][CH2:28][CH2:29][CH2:30][CH2:31][CH2:32][CH2:33][CH2:34][CH2:35][CH3:36].C(N(CC)C(C)C)(C)C.Cl.C(N=C=NCCCN(C)C)C. The catalyst class is: 64.